Dataset: Forward reaction prediction with 1.9M reactions from USPTO patents (1976-2016). Task: Predict the product of the given reaction. Given the reactants [Cl:1][C:2]1[N:7]=[C:6]([CH3:8])[C:5]([C:9]#[CH:10])=[CH:4][CH:3]=1.[C:11]([O:17][CH2:18][N:19]=[N+:20]=[N-:21])(=[O:16])[C:12]([CH3:15])([CH3:14])[CH3:13], predict the reaction product. The product is: [C:11]([O:17][CH2:18][N:19]1[CH:10]=[C:9]([C:5]2[C:6]([CH3:8])=[N:7][C:2]([Cl:1])=[CH:3][CH:4]=2)[N:21]=[N:20]1)(=[O:16])[C:12]([CH3:15])([CH3:14])[CH3:13].